Dataset: Full USPTO retrosynthesis dataset with 1.9M reactions from patents (1976-2016). Task: Predict the reactants needed to synthesize the given product. (1) Given the product [CH:29]1([NH:31][C:22]([C:15]2[N:14]=[N:13][N:12]([C:9]3[CH:8]=[CH:7][C:6]([C:4]([NH:3][CH2:1][CH3:2])=[O:5])=[CH:11][CH:10]=3)[C:16]=2[CH2:17][CH2:18][CH2:19][CH2:20][F:21])=[O:24])[CH2:30][CH2:28]1, predict the reactants needed to synthesize it. The reactants are: [CH2:1]([NH:3][C:4]([C:6]1[CH:11]=[CH:10][C:9]([N:12]2[C:16]([CH2:17][CH2:18][CH2:19][CH2:20][F:21])=[C:15]([C:22]([OH:24])=O)[N:14]=[N:13]2)=[CH:8][CH:7]=1)=[O:5])[CH3:2].C1C=C[C:28]2N(O)N=[N:31][C:29]=2[CH:30]=1.C1(N)CC1.CCN=C=NCCCN(C)C. (2) Given the product [C:1]([O:5][C:6]([N:8]1[CH2:13][CH2:12][C@@H:10]([NH:11][C:14]2[C:15]3[CH:36]=[CH:35][N:34]=[CH:33][C:16]=3[N:17]=[C:18]([C:20]3[CH:25]=[CH:24][N:23]=[C:22]([Cl:64])[CH:21]=3)[N:19]=2)[CH2:9]1)=[O:7])([CH3:2])([CH3:3])[CH3:4], predict the reactants needed to synthesize it. The reactants are: [C:1]([O:5][C:6]([N:8]1[CH2:13][CH2:12][N:11]([C:14]2[C:15]3[C:36](OC)=[CH:35][N:34]=[CH:33][C:16]=3[N:17]=[C:18]([C:20]3[CH:25]=[CH:24][N:23]=[C:22](NC4C=CC=CC=4)[CH:21]=3)[N:19]=2)[CH2:10][CH2:9]1)=[O:7])([CH3:4])([CH3:3])[CH3:2].C(N(CC)CC)C.C(C1C=C(C(C)C)C=C(C(C)C)C=1S([Cl:64])(=O)=O)(C)C.C(OC(N1CC[C@@H](N)C1)=O)(C)(C)C. (3) The reactants are: N1([C:6]([N:8]2[CH2:12][CH:11]=[N:10]C2)=[S:7])CC=NC1.N1C=CN=C1.[Cl:18][C:19]1[C:24]([S:25][CH3:26])=[C:23]([N:27]2[CH2:32][CH2:31][O:30][CH2:29][CH2:28]2)[N:22]=[C:21]([C:33]2[CH:38]=[CH:37][C:36]([NH2:39])=[CH:35][CH:34]=2)[N:20]=1.[C:40]1(N)[C:41](N)=CC=[CH:44][CH:45]=1. Given the product [NH2:10][C:11]1[CH:44]=[CH:45][CH:40]=[CH:41][C:12]=1[NH:8][C:6]([NH:39][C:36]1[CH:37]=[CH:38][C:33]([C:21]2[N:20]=[C:19]([Cl:18])[C:24]([S:25][CH3:26])=[C:23]([N:27]3[CH2:32][CH2:31][O:30][CH2:29][CH2:28]3)[N:22]=2)=[CH:34][CH:35]=1)=[S:7], predict the reactants needed to synthesize it. (4) Given the product [OH:26][CH2:27][C:28]1[C:29]2[N:30]([N:37]=[C:38]([C:40]([F:43])([F:42])[F:41])[CH:39]=2)[C:31]([CH2:34][O:35][CH3:36])=[CH:32][CH:33]=1, predict the reactants needed to synthesize it. The reactants are: [F-].C([N+](CCCC)(CCCC)CCCC)CCC.[Si]([O:26][CH2:27][C:28]1[C:29]2[N:30]([N:37]=[C:38]([C:40]([F:43])([F:42])[F:41])[CH:39]=2)[C:31]([CH2:34][O:35][CH3:36])=[CH:32][CH:33]=1)(C(C)(C)C)(C)C.O. (5) Given the product [F:18][C:17]1[CH:16]=[CH:15][CH:14]=[C:13]([F:19])[C:12]=1[C:11]([NH:10][C:9]1[C:5]([C:3]([OH:4])=[O:2])=[N:6][NH:7][CH:8]=1)=[O:20], predict the reactants needed to synthesize it. The reactants are: C[O:2][C:3]([C:5]1[C:9]([NH:10][C:11](=[O:20])[C:12]2[C:17]([F:18])=[CH:16][CH:15]=[CH:14][C:13]=2[F:19])=[CH:8][NH:7][N:6]=1)=[O:4]. (6) Given the product [CH3:20][C:18]1[CH:17]=[CH:16][N:15]=[C:14]([NH:13][C:11]2[CH:10]=[CH:9][CH:8]=[C:7]([C:4]3[O:3][C:2]([C:26]4[CH:31]=[CH:30][CH:29]=[CH:28][N:27]=4)=[N:6][CH:5]=3)[N:12]=2)[CH:19]=1, predict the reactants needed to synthesize it. The reactants are: Cl[C:2]1[O:3][C:4]([C:7]2[N:12]=[C:11]([NH:13][C:14]3[CH:19]=[C:18]([CH3:20])[CH:17]=[CH:16][N:15]=3)[CH:10]=[CH:9][CH:8]=2)=[CH:5][N:6]=1.C([Sn](CCCC)(CCCC)[C:26]1[CH:31]=[CH:30][CH:29]=[CH:28][N:27]=1)CCC.